This data is from Catalyst prediction with 721,799 reactions and 888 catalyst types from USPTO. The task is: Predict which catalyst facilitates the given reaction. (1) Reactant: [CH3:1][O:2][C:3]1[CH:4]=[C:5]2[C:10](=[CH:11][CH:12]=1)[N:9]=[CH:8][C:7]([C:13]#[N:14])=[C:6]2[CH:15]=[CH2:16].[CH2:17]1[CH:24]2[NH:25][CH:19]([CH2:20][C:21]([CH2:23]2)=[O:22])[CH2:18]1.Cl.CN(C)C(=N)N(C)C. Product: [CH3:1][O:2][C:3]1[CH:4]=[C:5]2[C:10](=[CH:11][CH:12]=1)[N:9]=[CH:8][C:7]([C:13]#[N:14])=[C:6]2[CH2:15][CH2:16][N:25]1[CH:19]2[CH2:18][CH2:17][CH:24]1[CH2:23][C:21](=[O:22])[CH2:20]2. The catalyst class is: 3. (2) Reactant: [C:1]([O:5][C:6]([N:8]1[CH2:19][CH2:18][C:11]2([C:15](=[O:16])[NH:14][C:13](=[O:17])[CH2:12]2)[CH2:10][CH2:9]1)=[O:7])([CH3:4])([CH3:3])[CH3:2].Br[CH2:21][CH2:22][O:23][CH:24]1[CH2:29][CH2:28][CH2:27][CH2:26][O:25]1.C(=O)([O-])[O-].[K+].[K+]. Product: [C:1]([O:5][C:6]([N:8]1[CH2:9][CH2:10][C:11]2([C:15](=[O:16])[N:14]([CH2:21][CH2:22][O:23][CH:24]3[CH2:29][CH2:28][CH2:27][CH2:26][O:25]3)[C:13](=[O:17])[CH2:12]2)[CH2:18][CH2:19]1)=[O:7])([CH3:4])([CH3:2])[CH3:3]. The catalyst class is: 3. (3) Reactant: C([N:3]([CH2:6]C)CC)C.[CH2:8]([O:10][C:11]([C:13]1([C:16]2[CH:21]=[CH:20][C:19]([C:22]3[CH:27]=[CH:26][C:25]([C:28]4[O:32][N:31]=[C:30]([CH3:33])[C:29]=4C(O)=O)=[CH:24][CH:23]=3)=[CH:18][CH:17]=2)[CH2:15][CH2:14]1)=[O:12])[CH3:9].C1(P(N=[N+]=[N-])(C2C=CC=CC=2)=[O:44])C=CC=CC=1.[Br:54][C:55]1[CH:56]=[C:57]([CH:61]=[CH:62][CH:63]=1)[C@H:58]([OH:60])[CH3:59]. Product: [Br:54][C:55]1[CH:56]=[C:57]([C@H:58]([O:60][C:6]([NH:3][C:29]2[C:30]([CH3:33])=[N:31][O:32][C:28]=2[C:25]2[CH:26]=[CH:27][C:22]([C:19]3[CH:18]=[CH:17][C:16]([C:13]4([C:11]([O:10][CH2:8][CH3:9])=[O:12])[CH2:15][CH2:14]4)=[CH:21][CH:20]=3)=[CH:23][CH:24]=2)=[O:44])[CH3:59])[CH:61]=[CH:62][CH:63]=1. The catalyst class is: 11. (4) Reactant: [CH2:1]([O:3][C:4]([C:6]1[NH:7][C:8]2[C:13]([CH:14]=1)=[CH:12][C:11]([O:15]C)=[C:10]([Br:17])[CH:9]=2)=[O:5])[CH3:2].B(Br)(Br)Br.C(=O)(O)[O-].[Na+]. Product: [CH2:1]([O:3][C:4]([C:6]1[NH:7][C:8]2[C:13]([CH:14]=1)=[CH:12][C:11]([OH:15])=[C:10]([Br:17])[CH:9]=2)=[O:5])[CH3:2]. The catalyst class is: 4.